Dataset: Full USPTO retrosynthesis dataset with 1.9M reactions from patents (1976-2016). Task: Predict the reactants needed to synthesize the given product. Given the product [Cl:23][C:24]1[C:25]([N:9]2[CH2:12][CH:11]([C:13]3[NH:17][C:16]4[CH:18]=[CH:19][C:20]([CH3:22])=[CH:21][C:15]=4[N:14]=3)[CH2:10]2)=[N:26][CH:27]=[CH:28][CH:29]=1, predict the reactants needed to synthesize it. The reactants are: C(=O)([O-])[O-].[Cs+].[Cs+].Cl.Cl.[NH:9]1[CH2:12][CH:11]([C:13]2[NH:17][C:16]3[CH:18]=[CH:19][C:20]([CH3:22])=[CH:21][C:15]=3[N:14]=2)[CH2:10]1.[Cl:23][C:24]1[C:25](F)=[N:26][CH:27]=[CH:28][CH:29]=1.